From a dataset of Full USPTO retrosynthesis dataset with 1.9M reactions from patents (1976-2016). Predict the reactants needed to synthesize the given product. (1) Given the product [N:46]1([O:14][C:6]2[N:5]=[C:4]([N:22]3[CH2:27][CH2:26][CH:25]([C:28](=[O:30])[NH:72][S:69]([CH2:68][C:62]4[CH:63]=[CH:64][CH:65]=[CH:66][CH:67]=4)(=[O:70])=[O:71])[CH2:24][CH2:23]3)[C:3]([C:1]#[N:2])=[CH:8][C:7]=2[C:9]([O:11][CH2:12][CH3:13])=[O:10])[C:41]2[CH:42]=[CH:43][CH:44]=[CH:45][C:40]=2[N:39]=[N:47]1, predict the reactants needed to synthesize it. The reactants are: [C:1]([C:3]1[C:4]([N:22]2[CH2:27][CH2:26][CH:25]([C:28]([OH:30])=O)[CH2:24][CH2:23]2)=[N:5][C:6]([O:14]S(C(F)(F)F)(=O)=O)=[C:7]([C:9]([O:11][CH2:12][CH3:13])=[O:10])[CH:8]=1)#[N:2].CN(C(O[N:39]1[N:47]=[N:46][C:41]2[CH:42]=[CH:43][CH:44]=[CH:45][C:40]1=2)=[N+](C)C)C.[B-](F)(F)(F)F.CCN(C(C)C)C(C)C.[C:62]1([CH2:68][S:69]([NH2:72])(=[O:71])=[O:70])[CH:67]=[CH:66][CH:65]=[CH:64][CH:63]=1.C([O-])(O)=O.[Na+]. (2) Given the product [OH-:2].[CH2:10]([N+:12]([CH2:8][CH3:9])([CH2:15][CH3:16])[CH2:13][CH3:14])[CH3:11], predict the reactants needed to synthesize it. The reactants are: S(O[CH2:8][CH3:9])(OCC)(=O)=[O:2].[CH2:10]([N:12]([CH2:15][CH3:16])[CH2:13][CH3:14])[CH3:11].C(O)C.[OH-].[Na+]. (3) Given the product [F:1][C:2]1[CH:7]=[CH:6][C:5]([N:8]2[C:16]3[C:11](=[CH:12][C:13]4[CH:21]([CH2:22][C:23]5[CH:28]=[CH:27][CH:26]=[CH:25][N:24]=5)[C:20](=[O:29])[CH2:19][CH2:18][CH2:17][C:14]=4[CH:15]=3)[CH:10]=[N:9]2)=[CH:4][CH:3]=1, predict the reactants needed to synthesize it. The reactants are: [F:1][C:2]1[CH:7]=[CH:6][C:5]([N:8]2[C:16]3[C:11](=[CH:12][C:13]4=[C:14]([CH2:17][CH2:18][CH2:19][C:20](=[O:29])/[C:21]/4=[CH:22]/[C:23]4[CH:28]=[CH:27][CH:26]=[CH:25][N:24]=4)[CH:15]=3)[CH:10]=[N:9]2)=[CH:4][CH:3]=1. (4) Given the product [CH2:19]([N:18]([CH2:11][C:12]1[CH:17]=[CH:16][CH:15]=[CH:14][CH:13]=1)[C:2]1[NH:6][C:5]2[CH:7]=[CH:8][CH:9]=[CH:10][C:4]=2[N:3]=1)[C:20]1[CH:25]=[CH:24][CH:23]=[CH:22][CH:21]=1, predict the reactants needed to synthesize it. The reactants are: Cl[C:2]1[NH:6][C:5]2[CH:7]=[CH:8][CH:9]=[CH:10][C:4]=2[N:3]=1.[CH2:11]([NH:18][CH2:19][C:20]1[CH:25]=[CH:24][CH:23]=[CH:22][CH:21]=1)[C:12]1[CH:17]=[CH:16][CH:15]=[CH:14][CH:13]=1. (5) Given the product [Br:13][C:14]1[CH:15]=[CH:16][C:17](/[C:20](=[CH:6]\[C:5]2[CH:8]=[CH:9][C:10]([Cl:12])=[CH:11][C:4]=2[N+:1]([O-:3])=[O:2])/[C:21]([OH:23])=[O:22])=[CH:18][CH:19]=1, predict the reactants needed to synthesize it. The reactants are: [N+:1]([C:4]1[CH:11]=[C:10]([Cl:12])[CH:9]=[CH:8][C:5]=1[CH:6]=O)([O-:3])=[O:2].[Br:13][C:14]1[CH:19]=[CH:18][C:17]([CH2:20][C:21]([OH:23])=[O:22])=[CH:16][CH:15]=1.C(OC(=O)C)(=O)C.C(=O)([O-])[O-].[K+].[K+].Cl. (6) Given the product [Cl:27][C:17]1[CH:18]=[C:19]2[C:14](=[CH:15][CH:16]=1)[NH:13][C:12](=[O:28])[C:11]([C:9]1[O:10][CH2:2][CH:3]([CH2:4][CH:5]([CH3:7])[CH3:6])[N:8]=1)=[C:20]2[C:21]1[CH:26]=[CH:25][CH:24]=[CH:23][CH:22]=1, predict the reactants needed to synthesize it. The reactants are: O[CH2:2][CH:3]([NH:8][C:9]([C:11]1[C:12](=[O:28])[NH:13][C:14]2[C:19]([C:20]=1[C:21]1[CH:26]=[CH:25][CH:24]=[CH:23][CH:22]=1)=[CH:18][C:17]([Cl:27])=[CH:16][CH:15]=2)=[O:10])[CH2:4][CH:5]([CH3:7])[CH3:6].S(Cl)(Cl)=O.